Dataset: Reaction yield outcomes from USPTO patents with 853,638 reactions. Task: Predict the reaction yield, written as a fraction of the theoretical maximum amount of product (1.0 means a 100% yield; for example, 0.34 means a 34% yield). (1) The reactants are [Br:1][C:2]1[C:3]([C:25]([F:28])([F:27])[F:26])=[CH:4][C:5]2[NH:9][C:8](=[O:10])[N:7]([CH:11]3[CH2:16][CH2:15][N:14](C(OC(C)(C)C)=O)[CH2:13][CH2:12]3)[C:6]=2[CH:24]=1.[ClH:29].C(OCC)C. The catalyst is C(OCC)C.CO. The product is [ClH:29].[Br:1][C:2]1[C:3]([C:25]([F:28])([F:27])[F:26])=[CH:4][C:5]2[NH:9][C:8](=[O:10])[N:7]([CH:11]3[CH2:12][CH2:13][NH:14][CH2:15][CH2:16]3)[C:6]=2[CH:24]=1. The yield is 0.870. (2) The reactants are [H-].[Na+].[Cl:3][C:4]1[CH:26]=[CH:25][C:7]([C:8]([C:10]2[CH:11]=[C:12]3[C:17](=[CH:18][CH:19]=2)[NH:16][C:15](=[O:20])[CH:14]=[C:13]3[C:21]([O:23][CH3:24])=[O:22])=[O:9])=[CH:6][CH:5]=1.I[CH3:28]. The catalyst is CN(C=O)C. The product is [Cl:3][C:4]1[CH:5]=[CH:6][C:7]([C:8]([C:10]2[CH:11]=[C:12]3[C:17](=[CH:18][CH:19]=2)[N:16]([CH3:28])[C:15](=[O:20])[CH:14]=[C:13]3[C:21]([O:23][CH3:24])=[O:22])=[O:9])=[CH:25][CH:26]=1. The yield is 0.850. (3) The reactants are [I:1][C:2]1[CH:3]=[C:4]([C:8]([NH2:10])=O)[S:5][C:6]=1[I:7].CN(C=O)C.N1C(Cl)=NC(Cl)=NC=1Cl. The catalyst is O. The product is [I:1][C:2]1[CH:3]=[C:4]([C:8]#[N:10])[S:5][C:6]=1[I:7]. The yield is 0.900. (4) The catalyst is C1COCC1. The reactants are [CH2:1]([S:3]([C:6]1[CH:7]=[C:8]([C:12]2[CH:20]=[C:19]([NH:21][CH3:22])[C:18]([O:23][CH3:24])=[C:17]3[C:13]=2[C:14]2[CH:28]=[C:27]([CH3:29])[CH:26]=[N:25][C:15]=2[NH:16]3)[CH:9]=[CH:10][CH:11]=1)(=[O:5])=[O:4])[CH3:2].[CH:30]1([C:33](Cl)=[O:34])[CH2:32][CH2:31]1. The product is [CH2:1]([S:3]([C:6]1[CH:7]=[C:8]([C:12]2[CH:20]=[C:19]([N:21]([CH3:22])[C:33]([CH:30]3[CH2:32][CH2:31]3)=[O:34])[C:18]([O:23][CH3:24])=[C:17]3[C:13]=2[C:14]2[CH:28]=[C:27]([CH3:29])[CH:26]=[N:25][C:15]=2[NH:16]3)[CH:9]=[CH:10][CH:11]=1)(=[O:5])=[O:4])[CH3:2]. The yield is 0.750. (5) The reactants are [CH:1]1([NH2:7])[CH2:6][CH2:5][CH2:4][CH2:3][CH2:2]1.C([O:10][C:11]([C:13]1[C:14](=[O:33])[N:15]([CH2:25][C:26]2[CH:31]=[CH:30][C:29]([F:32])=[CH:28][CH:27]=2)[C:16]2[C:21]([C:22]=1[OH:23])=[CH:20][C:19]([CH3:24])=[CH:18][CH:17]=2)=O)C. The catalyst is C1(C)C=CC=CC=1.O. The product is [CH:1]1([NH:7][C:11]([C:13]2[C:14](=[O:33])[N:15]([CH2:25][C:26]3[CH:31]=[CH:30][C:29]([F:32])=[CH:28][CH:27]=3)[C:16]3[C:21]([C:22]=2[OH:23])=[CH:20][C:19]([CH3:24])=[CH:18][CH:17]=3)=[O:10])[CH2:6][CH2:5][CH2:4][CH2:3][CH2:2]1. The yield is 0.930.